This data is from Full USPTO retrosynthesis dataset with 1.9M reactions from patents (1976-2016). The task is: Predict the reactants needed to synthesize the given product. Given the product [C:25]([O:29][C:30]([NH:11][C:12]1[C:13]([CH3:24])=[CH:14][C:15]([C:19]([O:21][CH2:22][CH3:23])=[O:20])=[N:16][C:17]=1[I:18])=[O:31])([CH3:28])([CH3:27])[CH3:26], predict the reactants needed to synthesize it. The reactants are: C[Si](C)(C)[N-][Si](C)(C)C.[Na+].[NH2:11][C:12]1[C:13]([CH3:24])=[CH:14][C:15]([C:19]([O:21][CH2:22][CH3:23])=[O:20])=[N:16][C:17]=1[I:18].[C:25]([O:29][C:30](O[C:30]([O:29][C:25]([CH3:28])([CH3:27])[CH3:26])=[O:31])=[O:31])([CH3:28])([CH3:27])[CH3:26].Cl.